The task is: Regression. Given two drug SMILES strings and cell line genomic features, predict the synergy score measuring deviation from expected non-interaction effect.. This data is from NCI-60 drug combinations with 297,098 pairs across 59 cell lines. (1) Drug 1: C(CCl)NC(=O)N(CCCl)N=O. Drug 2: CC1C(C(CC(O1)OC2CC(CC3=C2C(=C4C(=C3O)C(=O)C5=C(C4=O)C(=CC=C5)OC)O)(C(=O)CO)O)N)O.Cl. Cell line: RPMI-8226. Synergy scores: CSS=43.0, Synergy_ZIP=-0.810, Synergy_Bliss=1.68, Synergy_Loewe=-9.54, Synergy_HSA=2.48. (2) Drug 1: C1CCC(C(C1)N)N.C(=O)(C(=O)[O-])[O-].[Pt+4]. Drug 2: C1CN(P(=O)(OC1)NCCCl)CCCl. Cell line: HOP-62. Synergy scores: CSS=0.324, Synergy_ZIP=-15.2, Synergy_Bliss=-46.0, Synergy_Loewe=-39.3, Synergy_HSA=-50.9.